From a dataset of Forward reaction prediction with 1.9M reactions from USPTO patents (1976-2016). Predict the product of the given reaction. (1) Given the reactants ClC1C=CC(O[C:7]2[CH:12]=C[C:10]([C:13]3[C:14](=C)[C:15]4(C[CH2:21][CH2:20][CH2:19][CH2:18]4)ON=3)=[CH:9][CH:8]=2)=CC=1.C1C=C(Cl)C=C(C(OO)=O)C=1, predict the reaction product. The product is: [CH3:21][CH2:20][CH2:19][CH2:18][CH2:15][CH2:14][CH2:13][CH2:10][CH2:9][CH2:8][CH:7]=[CH2:12]. (2) Given the reactants [CH3:1]I.[Cl:3][C:4]1[N:9]=[C:8]([Cl:10])[C:7]([CH2:11][C:12](OCC)=O)=[C:6]([NH:17][CH:18]2[CH2:20][CH2:19]2)[N:5]=1.[C:21](=[O:24])([O-])[O-].[Cs+].[Cs+], predict the reaction product. The product is: [Cl:3][C:4]1[N:9]=[C:8]([Cl:10])[C:7]2[C:11]([CH3:12])([CH3:1])[C:21](=[O:24])[N:17]([CH:18]3[CH2:19][CH2:20]3)[C:6]=2[N:5]=1. (3) Given the reactants [N+:1]([C:4]1[CH:9]=[CH:8][CH:7]=[CH:6][C:5]=1[C:10]1[S:11][CH:12]=[C:13]([C:15]2[CH:20]=[CH:19][CH:18]=[CH:17][CH:16]=2)[N:14]=1)([O-])=O, predict the reaction product. The product is: [C:15]1([C:13]2[N:14]=[C:10]([C:5]3[CH:6]=[CH:7][CH:8]=[CH:9][C:4]=3[NH2:1])[S:11][CH:12]=2)[CH:16]=[CH:17][CH:18]=[CH:19][CH:20]=1. (4) The product is: [Cl:10][C:9]1[C:4]([CH2:3][NH:2][C:18]([C@H:15]2[CH2:16][CH2:17][C@@H:12]([OH:11])[CH2:13][CH2:14]2)=[O:19])=[N:5][CH:6]=[CH:7][N:8]=1. Given the reactants Cl.[NH2:2][CH2:3][C:4]1[C:9]([Cl:10])=[N:8][CH:7]=[CH:6][N:5]=1.[OH:11][C@@H:12]1[CH2:17][CH2:16][C@H:15]([C:18](O)=[O:19])[CH2:14][CH2:13]1.Cl.CN(C)CCCN=C=NCC.C(N(CC)C(C)C)(C)C, predict the reaction product.